This data is from Full USPTO retrosynthesis dataset with 1.9M reactions from patents (1976-2016). The task is: Predict the reactants needed to synthesize the given product. (1) Given the product [Cl:24][C:25]1[CH:33]=[C:32]([Cl:34])[CH:31]=[CH:30][C:26]=1[C:27]([NH:10][CH2:9][C:11]1([C:2]2[CH:7]=[CH:6][CH:5]=[C:4]([Cl:8])[N:3]=2)[CH2:12][CH2:13][N:14]([S:38]([CH2:35][CH2:36][CH3:37])(=[O:40])=[O:39])[CH2:15][CH2:16]1)=[O:28], predict the reactants needed to synthesize it. The reactants are: Cl[C:2]1[CH:7]=[CH:6][CH:5]=[C:4]([Cl:8])[N:3]=1.[C:9]([CH:11]1[CH2:16][CH2:15][N:14](C(OC(C)(C)C)=O)[CH2:13][CH2:12]1)#[N:10].[Cl:24][C:25]1[CH:33]=[C:32]([Cl:34])[CH:31]=[CH:30][C:26]=1[C:27](Cl)=[O:28].[CH2:35]([S:38](Cl)(=[O:40])=[O:39])[CH2:36][CH3:37]. (2) Given the product [CH3:12][C@:6]12[C:9]([CH3:10])([CH3:11])[C@:3]([NH:13][C:14](=[O:16])[CH3:15])([CH2:4][CH2:5]1)[CH2:2][O:8][CH2:7]2, predict the reactants needed to synthesize it. The reactants are: O[CH:2]1[O:8][CH2:7][C@@:6]2([CH3:12])[C:9]([CH3:11])([CH3:10])[C@:3]1([NH:13][C:14](=[O:16])[CH3:15])[CH2:4][CH2:5]2.[SiH](CC)(CC)CC.B(F)(F)F.CCOCC. (3) Given the product [CH3:1][N:2]([C:13]1[CH:14]=[CH:15][C:16]([CH2:19][CH2:20][CH2:21][CH2:22][CH2:23][CH2:24][CH2:25][CH3:26])=[CH:17][CH:18]=1)[C:3](=[O:12])[NH:4][CH2:5][CH2:6][C:7]([OH:9])=[O:8], predict the reactants needed to synthesize it. The reactants are: [CH3:1][N:2]([C:13]1[CH:18]=[CH:17][C:16]([CH2:19][CH2:20][CH2:21][CH2:22][CH2:23][CH2:24][CH2:25][CH3:26])=[CH:15][CH:14]=1)[C:3](=[O:12])[NH:4][CH2:5][CH2:6][C:7]([O:9]CC)=[O:8].C(C1C=CC(NC(=O)NCCC(OCC)=O)=CC=1)CCCCCCC. (4) Given the product [F:1][C:2]1([F:8])[CH2:7][CH2:6][CH2:5][N:4]([SiH2:14][N:15]2[CH2:16][CH2:19][CH2:7][C:2]([F:8])([F:1])[CH2:3]2)[CH2:3]1, predict the reactants needed to synthesize it. The reactants are: [F:1][C:2]1([F:8])[CH2:7][CH2:6][CH2:5][NH:4][CH2:3]1.C(N[SiH2:14][NH:15][C:16]([CH3:19])(C)C)(C)(C)C. (5) Given the product [O:7]=[CH:6][C@@H:25]([C@H:24]([C@@H:22]([C@@H:20]([CH2:19][OH:27])[OH:21])[OH:23])[OH:13])[OH:26], predict the reactants needed to synthesize it. The reactants are: NC1C=CC([C:6](O)=[O:7])=CC=1.N1C=CC(=O)NC1=[O:13].[C@@H:19]1(N2C=CC(=O)NC2=O)[O:27][C@H:24]([CH2:25][OH:26])[C@@H:22]([OH:23])[C@H:20]1[OH:21].[Na+].[Cl-]. (6) Given the product [OH:2][CH2:1][C:3]1[CH:4]=[CH:5][C:6]([O:7][CH2:8][C:9]2[N:10]=[C:11]([C:15]3[CH:16]=[C:17]([CH:22]=[CH:23][CH:24]=3)[C:18]([O:20][CH3:21])=[O:19])[O:12][C:13]=2[CH3:14])=[CH:25][CH:26]=1, predict the reactants needed to synthesize it. The reactants are: [CH:1]([C:3]1[CH:26]=[CH:25][C:6]([O:7][CH2:8][C:9]2[N:10]=[C:11]([C:15]3[CH:16]=[C:17]([CH:22]=[CH:23][CH:24]=3)[C:18]([O:20][CH3:21])=[O:19])[O:12][C:13]=2[CH3:14])=[CH:5][CH:4]=1)=[O:2].C(O)C.[BH4-].[Na+].O. (7) Given the product [Cl:1][C:2]1[CH:7]=[CH:6][N:5]=[CH:4][C:3]=1[C:40]#[C:39][Si:36]([CH3:38])([CH3:37])[CH3:35], predict the reactants needed to synthesize it. The reactants are: [Cl:1][C:2]1[CH:7]=[CH:6][N:5]=[CH:4][C:3]=1I.C1(P(C2C=CC=CC=2)C2C=CC=CC=2)C=CC=CC=1.C(N(CC)CC)C.[CH3:35][Si:36]([C:39]#[CH:40])([CH3:38])[CH3:37].